From a dataset of Catalyst prediction with 721,799 reactions and 888 catalyst types from USPTO. Predict which catalyst facilitates the given reaction. The catalyst class is: 111. Product: [CH3:1][C:2]1[N:6]([C:7]2[C:15]3[O:14][CH2:13][CH:12]([NH:16][C:17]4[CH:30]=[CH:29][C:20]5[C@H:21]([CH2:24][C:25]([OH:27])=[O:26])[CH2:22][O:23][C:19]=5[CH:18]=4)[C:11]=3[CH:10]=[CH:9][CH:8]=2)[C:5]2[CH:37]=[CH:38][C:39]([CH3:41])=[CH:40][C:4]=2[N:3]=1. Reactant: [CH3:1][C:2]1[N:6]([C:7]2[C:15]3[O:14][CH2:13][CH:12]([N:16](C(=O)C(F)(F)F)[C:17]4[CH:30]=[CH:29][C:20]5[C@H:21]([CH2:24][C:25]([O:27]C)=[O:26])[CH2:22][O:23][C:19]=5[CH:18]=4)[C:11]=3[CH:10]=[CH:9][CH:8]=2)[C:5]2[CH:37]=[CH:38][C:39]([CH3:41])=[CH:40][C:4]=2[N:3]=1.[OH-].[Na+].